This data is from Forward reaction prediction with 1.9M reactions from USPTO patents (1976-2016). The task is: Predict the product of the given reaction. (1) Given the reactants C(OC([NH:8][C@@H:9]([CH2:13][C:14]1[CH:15]=[N:16][CH:17]=[CH:18][CH:19]=1)[C:10]([OH:12])=O)=O)(C)(C)C.[ClH:20].[CH3:21][NH:22][CH3:23].CCN(C(C)C)C(C)C.CN(C(ON1N=NC2C=CC=CC1=2)=[N+](C)C)C.[B-](F)(F)(F)F, predict the reaction product. The product is: [ClH:20].[NH2:8][C@@H:9]([CH2:13][C:14]1[CH:15]=[N:16][CH:17]=[CH:18][CH:19]=1)[C:10]([N:22]([CH3:23])[CH3:21])=[O:12]. (2) Given the reactants [CH:1]([C@@H:3]1[CH2:20][CH:19]2[C@:14]([CH3:22])([CH2:15][CH2:16][C:17](=[O:21])[CH2:18]2)[C@@H:13]2[C@@H:4]1[C@H:5]1[C@@:9]([CH2:11][CH2:12]2)([CH3:10])[C:8](=[O:23])[CH2:7][CH2:6]1)=[O:2].[O-:24][Mn](=O)(=O)=O.[K+], predict the reaction product. The product is: [C:1]([C@@H:3]1[CH2:20][CH:19]2[C@:14]([CH3:22])([CH2:15][CH2:16][C:17](=[O:21])[CH2:18]2)[C@@H:13]2[C@@H:4]1[C@H:5]1[C@@:9]([CH2:11][CH2:12]2)([CH3:10])[C:8](=[O:23])[CH2:7][CH2:6]1)([OH:24])=[O:2]. (3) The product is: [Cl:1][CH2:2][C:3]([NH:5][C:6]1[CH:7]=[CH:8][CH:9]=[C:10]2[C:15]=1[CH:14]=[C:13]([O:16][S:25]([CH3:24])(=[O:27])=[O:26])[CH:12]=[CH:11]2)=[O:4]. Given the reactants [Cl:1][CH2:2][C:3]([NH:5][C:6]1[C:15]2[C:10](=[CH:11][CH:12]=[C:13]([OH:16])[CH:14]=2)[CH:9]=[CH:8][CH:7]=1)=[O:4].C(N(CC)CC)C.[CH3:24][S:25](Cl)(=[O:27])=[O:26], predict the reaction product.